This data is from Full USPTO retrosynthesis dataset with 1.9M reactions from patents (1976-2016). The task is: Predict the reactants needed to synthesize the given product. (1) Given the product [Br:23][C:24]1[CH:39]=[N:38][C:27]2[NH:28][C:29]([C:34]3[C:35](=[O:36])[N:12]([CH2:13][C:14]4[CH:15]=[CH:16][C:17]([F:20])=[CH:18][CH:19]=4)[C@@H:11]4[C@H:6]([C:4]=3[OH:3])[C@@H:7]3[CH2:21][C@H:10]4[CH2:9][CH2:8]3)=[N:30][S:31](=[O:33])(=[O:32])[C:26]=2[CH:25]=1, predict the reactants needed to synthesize it. The reactants are: C([O:3][C:4]([C@H:6]1[C@@H:11]([NH:12][CH2:13][C:14]2[CH:19]=[CH:18][C:17]([F:20])=[CH:16][CH:15]=2)[C@H:10]2[CH2:21][C@@H:7]1[CH2:8][CH2:9]2)=O)C.[Na].[Br:23][C:24]1[CH:39]=[N:38][C:27]2[NH:28][C:29]([CH2:34][C:35]([O-])=[O:36])=[N:30][S:31](=[O:33])(=[O:32])[C:26]=2[CH:25]=1.F[P-](F)(F)(F)(F)F.N1(OC(N(C)C)=[N+](C)C)C2N=CC=CC=2N=N1.C(N(CC)CC)C. (2) Given the product [CH2:25]([O:24][C:22](=[O:23])[NH:9][CH:5]1[CH2:6][CH2:7][CH2:8][CH:3]([C:2]([F:10])([F:11])[F:1])[CH2:4]1)[C:26]1[CH:31]=[CH:30][CH:29]=[CH:28][CH:27]=1, predict the reactants needed to synthesize it. The reactants are: [F:1][C:2]([F:11])([F:10])[CH:3]1[CH2:8][CH2:7][CH2:6][CH:5]([NH2:9])[CH2:4]1.CCN(C(C)C)C(C)C.Cl[C:22]([O:24][CH2:25][C:26]1[CH:31]=[CH:30][CH:29]=[CH:28][CH:27]=1)=[O:23]. (3) Given the product [CH2:23]([N:25]1[C:29](=[O:30])[CH2:28][CH:27]([C:3]2[C:4]3[C:9](=[CH:8][CH:7]=[C:6]([C:10]([N:12]4[CH2:18][C:17]5([CH3:20])[CH2:19][CH:13]4[CH2:14][C:15]([CH3:22])([CH3:21])[CH2:16]5)=[O:11])[CH:5]=3)[NH:1][CH:2]=2)[C:26]1=[O:31])[CH3:24], predict the reactants needed to synthesize it. The reactants are: [NH:1]1[C:9]2[C:4](=[CH:5][C:6]([C:10]([N:12]3[CH2:18][C:17]4([CH3:20])[CH2:19][CH:13]3[CH2:14][C:15]([CH3:22])([CH3:21])[CH2:16]4)=[O:11])=[CH:7][CH:8]=2)[CH:3]=[CH:2]1.[CH2:23]([N:25]1[C:29](=[O:30])[CH:28]=[CH:27][C:26]1=[O:31])[CH3:24]. (4) The reactants are: [C:1]([O:5][C:6]([N:8]([CH2:26][C:27]1[CH:32]=[CH:31][CH:30]=[C:29]([Cl:33])[CH:28]=1)[CH:9]([C:12]1[CH:13]=[CH:14][C:15]2[CH:16]3[CH2:25][CH2:24][CH2:23][CH:17]3[C:18](=O)[NH:19][C:20]=2[CH:21]=1)[CH2:10][CH3:11])=[O:7])([CH3:4])([CH3:3])[CH3:2].COC1C=CC(P2(SP(C3C=CC(OC)=CC=3)(=S)S2)=[S:43])=CC=1. Given the product [C:1]([O:5][C:6]([N:8]([CH2:26][C:27]1[CH:32]=[CH:31][CH:30]=[C:29]([Cl:33])[CH:28]=1)[CH:9]([C:12]1[CH:13]=[CH:14][C:15]2[CH:16]3[CH2:25][CH2:24][CH2:23][CH:17]3[C:18](=[S:43])[NH:19][C:20]=2[CH:21]=1)[CH2:10][CH3:11])=[O:7])([CH3:4])([CH3:3])[CH3:2], predict the reactants needed to synthesize it. (5) Given the product [C:10]1([CH2:9][O:8][C:6]2[CH:5]=[CH:4][C:3]([CH2:16][Br:19])=[C:2]([CH3:1])[CH:7]=2)[CH:15]=[CH:14][CH:13]=[CH:12][CH:11]=1, predict the reactants needed to synthesize it. The reactants are: [CH3:1][C:2]1[CH:7]=[C:6]([O:8][CH2:9][C:10]2[CH:15]=[CH:14][CH:13]=[CH:12][CH:11]=2)[CH:5]=[CH:4][C:3]=1[CH2:16]O.P(Br)(Br)[Br:19].C(=O)([O-])O.[Na+]. (6) Given the product [CH3:26][O:25][C:22]1[CH:23]=[CH:24][C:19]([CH2:18][N:8]([CH2:9][C:10]2[CH:15]=[CH:14][C:13]([O:16][CH3:17])=[CH:12][CH:11]=2)[C:7]2[CH:27]=[C:3]([O:2][CH3:1])[C:4]([C:30]3[N:31]=[CH:32][O:33][CH:34]=3)=[CH:5][C:6]=2[CH:28]=[O:44])=[CH:20][CH:21]=1, predict the reactants needed to synthesize it. The reactants are: [CH3:1][O:2][C:3]1[C:4]([C:30]2[N:31]=[CH:32][O:33][CH:34]=2)=[CH:5][C:6]([CH:28]=C)=[C:7]([CH:27]=1)[N:8]([CH2:18][C:19]1[CH:24]=[CH:23][C:22]([O:25][CH3:26])=[CH:21][CH:20]=1)[CH2:9][C:10]1[CH:15]=[CH:14][C:13]([O:16][CH3:17])=[CH:12][CH:11]=1.N1C(C)=CC=CC=1C.I([O-])(=O)(=O)=[O:44].[Na+]. (7) Given the product [Br:5][CH2:1][CH2:36][C:27]1[CH:28]=[C:29]([C:32]([F:33])([F:35])[F:34])[CH:30]=[CH:31][C:26]=1[I:25], predict the reactants needed to synthesize it. The reactants are: [C:1]([Br:5])(Br)(Br)Br.C1(P(C2C=CC=CC=2)C2C=CC=CC=2)C=CC=CC=1.[I:25][C:26]1[CH:31]=[CH:30][C:29]([C:32]([F:35])([F:34])[F:33])=[CH:28][C:27]=1[CH2:36]O. (8) Given the product [Cl:34][C:30]1[CH:29]=[C:28]([CH:23]([NH:22][C:12]2[C:11]3[C:16](=[C:17]([C:19]([NH2:21])=[O:20])[CH:18]=[C:9]([OH:8])[CH:10]=3)[N:15]=[CH:14][N:13]=2)[CH2:24][N:25]([CH3:27])[CH3:26])[CH:33]=[CH:32][CH:31]=1, predict the reactants needed to synthesize it. The reactants are: C([O:8][C:9]1[CH:10]=[C:11]2[C:16](=[C:17]([C:19]([NH2:21])=[O:20])[CH:18]=1)[N:15]=[CH:14][N:13]=[C:12]2[NH:22][CH:23]([C:28]1[CH:33]=[CH:32][CH:31]=[C:30]([Cl:34])[CH:29]=1)[CH2:24][N:25]([CH3:27])[CH3:26])C1C=CC=CC=1. (9) Given the product [CH3:1][C:2]([CH3:38])([CH2:6][O:7][C:8]1[CH:13]=[C:12]([CH3:14])[C:11]([C:15]2[CH:20]=[N:19][C:18]([C:21]3[NH:25][C:24]([C:26]([F:28])([F:27])[F:29])=[CH:23][N:22]=3)=[CH:17][N:16]=2)=[CH:10][N:9]=1)[C:3]([OH:5])=[O:4], predict the reactants needed to synthesize it. The reactants are: [CH3:1][C:2]([CH3:38])([CH2:6][O:7][C:8]1[CH:13]=[C:12]([CH3:14])[C:11]([C:15]2[CH:20]=[N:19][C:18]([C:21]3[N:22](COCC[Si](C)(C)C)[CH:23]=[C:24]([C:26]([F:29])([F:28])[F:27])[N:25]=3)=[CH:17][N:16]=2)=[CH:10][N:9]=1)[C:3]([OH:5])=[O:4].CC(C)(COC1C=C(C)C(C2C=NC(C3N(COCC[Si](C)(C)C)C(C(F)(F)F)=CN=3)=CN=2)=CN=1)C(O)=O.C(O)(=O)C.